Dataset: Forward reaction prediction with 1.9M reactions from USPTO patents (1976-2016). Task: Predict the product of the given reaction. Given the reactants [F:1][C:2]1[CH:7]=[C:6]([S:8]([CH3:11])(=[O:10])=[O:9])[CH:5]=[CH:4][C:3]=1[C:12]1[N:13]=[CH:14][C:15]([OH:18])=[N:16][CH:17]=1.CS(O[CH2:24][CH:25]1[CH2:30][CH2:29][N:28]([C:31]([O:33][CH:34]([CH3:36])[CH3:35])=[O:32])[CH2:27][CH2:26]1)(=O)=O.C([O-])([O-])=O.[K+].[K+], predict the reaction product. The product is: [F:1][C:2]1[CH:7]=[C:6]([S:8]([CH3:11])(=[O:9])=[O:10])[CH:5]=[CH:4][C:3]=1[C:12]1[N:13]=[CH:14][C:15]([O:18][CH2:24][CH:25]2[CH2:30][CH2:29][N:28]([C:31]([O:33][CH:34]([CH3:36])[CH3:35])=[O:32])[CH2:27][CH2:26]2)=[N:16][CH:17]=1.